The task is: Predict the reactants needed to synthesize the given product.. This data is from Full USPTO retrosynthesis dataset with 1.9M reactions from patents (1976-2016). (1) Given the product [Cl:16][C:14]1[CH:13]=[CH:12][C:11]([CH2:17][N:18]2[CH2:19][CH2:20][NH:21][CH2:22][CH2:23]2)=[C:10]([N:7]2[CH2:8][CH2:9][N:4]([C:1](=[O:3])[CH3:2])[CH2:5][CH2:6]2)[CH:15]=1, predict the reactants needed to synthesize it. The reactants are: [C:1]([N:4]1[CH2:9][CH2:8][N:7]([C:10]2[CH:15]=[C:14]([Cl:16])[CH:13]=[CH:12][C:11]=2[CH2:17][N:18]2[CH2:23][CH2:22][N:21](C(OC(C)(C)C)=O)[CH2:20][CH2:19]2)[CH2:6][CH2:5]1)(=[O:3])[CH3:2].FC(F)(F)C(O)=O. (2) Given the product [C:1]([NH:4][CH2:5][C:6]([NH:52][C:50]1[N:51]=[C:47]2[CH:46]=[CH:45][CH:44]=[C:43]([C:39]3[CH:40]=[CH:41][CH:42]=[C:37]([S:34]([CH3:33])(=[O:36])=[O:35])[CH:38]=3)[N:48]2[N:49]=1)=[O:8])(=[O:3])[CH3:2], predict the reactants needed to synthesize it. The reactants are: [C:1]([NH:4][CH2:5][C:6]([OH:8])=O)(=[O:3])[CH3:2].C1(P(C2C=CC=CC=2)C2C=CC=CC=2)C=CC=CC=1.C(Br)(Br)(Br)Br.[CH3:33][S:34]([C:37]1[CH:38]=[C:39]([C:43]2[N:48]3[N:49]=[C:50]([NH2:52])[N:51]=[C:47]3[CH:46]=[CH:45][CH:44]=2)[CH:40]=[CH:41][CH:42]=1)(=[O:36])=[O:35].C(=O)(O)[O-].[Na+]. (3) Given the product [F:1][C:2]1[CH:3]=[CH:4][C:5]([N:8]2[C:12]([CH2:13][CH:14]([CH3:15])[CH3:16])=[CH:11][C:10]([CH2:17][NH2:18])=[N:9]2)=[CH:6][CH:7]=1, predict the reactants needed to synthesize it. The reactants are: [F:1][C:2]1[CH:7]=[CH:6][C:5]([N:8]2[C:12]([CH2:13][CH:14]([CH3:16])[CH3:15])=[CH:11][C:10]([CH:17]=[N:18]O)=[N:9]2)=[CH:4][CH:3]=1.[H-].[Al+3].[Li+].[H-].[H-].[H-].CCCCCC.CCOC(C)=O. (4) Given the product [CH2:1]([O:8][C:9]1[CH:14]=[CH:13][C:12]([C:15]2[C:16]([CH3:31])=[C:17]([C:29]#[N:30])[C:18]3[N:22]([C:23]=2[Cl:34])[C:21]2[CH:25]=[CH:26][CH:27]=[CH:28][C:20]=2[N:19]=3)=[CH:11][CH:10]=1)[C:2]1[CH:7]=[CH:6][CH:5]=[CH:4][CH:3]=1, predict the reactants needed to synthesize it. The reactants are: [CH2:1]([O:8][C:9]1[CH:14]=[CH:13][C:12]([C:15]2[C:23](=O)[N:22]3[C:18]([NH:19][C:20]4[CH:28]=[CH:27][CH:26]=[CH:25][C:21]=43)=[C:17]([C:29]#[N:30])[C:16]=2[CH3:31])=[CH:11][CH:10]=1)[C:2]1[CH:7]=[CH:6][CH:5]=[CH:4][CH:3]=1.P(Cl)(Cl)([Cl:34])=O. (5) Given the product [C:31]([N:1]1[CH:5]=[C:4]([CH2:6][CH:7]2[CH2:16][CH2:15][C:14]3[C:9](=[CH:10][CH:11]=[CH:12][CH:13]=3)[C:8]2=[O:17])[N:3]=[CH:2]1)([C:25]1[CH:30]=[CH:29][CH:28]=[CH:27][CH:26]=1)([C:38]1[CH:39]=[CH:40][CH:41]=[CH:42][CH:43]=1)[C:32]1[CH:33]=[CH:34][CH:35]=[CH:36][CH:37]=1, predict the reactants needed to synthesize it. The reactants are: [NH:1]1[CH:5]=[C:4]([CH:6]=[C:7]2[CH2:16][CH2:15][C:14]3[C:9](=[CH:10][CH:11]=[CH:12][CH:13]=3)[C:8]2=[O:17])[N:3]=[CH:2]1.C(N(CC)CC)C.[C:25]1([C:31](Cl)([C:38]2[CH:43]=[CH:42][CH:41]=[CH:40][CH:39]=2)[C:32]2[CH:37]=[CH:36][CH:35]=[CH:34][CH:33]=2)[CH:30]=[CH:29][CH:28]=[CH:27][CH:26]=1.